From a dataset of Peptide-MHC class I binding affinity with 185,985 pairs from IEDB/IMGT. Regression. Given a peptide amino acid sequence and an MHC pseudo amino acid sequence, predict their binding affinity value. This is MHC class I binding data. (1) The peptide sequence is LLLSVYGIY. The MHC is Mamu-A20102 with pseudo-sequence Mamu-A20102. The binding affinity (normalized) is 0.106. (2) The peptide sequence is AMITYITRK. The MHC is HLA-B27:03 with pseudo-sequence HLA-B27:03. The binding affinity (normalized) is 0.0847. (3) The peptide sequence is LRYGNVLDV. The MHC is HLA-A02:01 with pseudo-sequence HLA-A02:01. The binding affinity (normalized) is 0.0847.